From a dataset of Reaction yield outcomes from USPTO patents with 853,638 reactions. Predict the reaction yield, written as a fraction of the theoretical maximum amount of product (1.0 means a 100% yield; for example, 0.34 means a 34% yield). (1) The reactants are [C:1]([O:9][C@H:10]1[CH2:15][C@H:14]([NH:16][C:17]([O:19][C:20]([CH3:23])([CH3:22])[CH3:21])=[O:18])[CH2:13][N:12](C(OCC2C=CC=CC=2)=O)[CH2:11]1)(=[O:8])[C:2]1[CH:7]=[CH:6][CH:5]=[CH:4][CH:3]=1.CO.CCN(C(C)C)C(C)C.Cl[C:46]1[CH:51]=[CH:50][N:49]=[CH:48][C:47]=1[N+:52]([O-:54])=[O:53]. The catalyst is [Pd].CCOC(C)=O. The product is [C:1]([O:9][C@H:10]1[CH2:15][C@H:14]([NH:16][C:17]([O:19][C:20]([CH3:23])([CH3:22])[CH3:21])=[O:18])[CH2:13][N:12]([C:46]2[CH:51]=[CH:50][N:49]=[CH:48][C:47]=2[N+:52]([O-:54])=[O:53])[CH2:11]1)(=[O:8])[C:2]1[CH:3]=[CH:4][CH:5]=[CH:6][CH:7]=1. The yield is 0.900. (2) The reactants are Cl[C:2]1[N:6]([CH3:7])[N:5]=[CH:4][C:3]=1[N+:8]([O-:10])=[O:9].[NH:11]1[CH2:16][CH2:15][O:14][CH:13]([CH2:17][NH:18][C:19](=[O:25])[O:20][C:21]([CH3:24])([CH3:23])[CH3:22])[CH2:12]1. No catalyst specified. The product is [CH3:7][N:6]1[C:2]([N:11]2[CH2:16][CH2:15][O:14][CH:13]([CH2:17][NH:18][C:19](=[O:25])[O:20][C:21]([CH3:23])([CH3:22])[CH3:24])[CH2:12]2)=[C:3]([N+:8]([O-:10])=[O:9])[CH:4]=[N:5]1. The yield is 0.930. (3) The yield is 0.670. The reactants are [CH3:1][C:2]1[C:7]([C:8](OCC)=[O:9])=[C:6]([CH3:13])[CH:5]=[CH:4][N:3]=1.[H-].C([Al+]CC(C)C)C(C)C.[C@H](O)(C([O-])=O)[C@@H](O)C([O-])=O.[Na+].[K+]. The product is [CH3:1][C:2]1[C:7]([CH2:8][OH:9])=[C:6]([CH3:13])[CH:5]=[CH:4][N:3]=1. The catalyst is C(Cl)Cl. (4) The reactants are [CH2:1]([N:8]1[CH2:13][CH2:12][CH:11]([CH:14]2[CH:23](O)[C:22]3[C:17](=[CH:18][CH:19]=[CH:20][CH:21]=3)[NH:16][C:15]2=[O:25])[CH2:10][CH2:9]1)[C:2]1[CH:7]=[CH:6][CH:5]=[CH:4][CH:3]=1.O.C1(C)C=CC(S(O)(=O)=O)=CC=1. The catalyst is C1C=CC=CC=1. The product is [CH2:1]([N:8]1[CH2:9][CH2:10][CH:11]([C:14]2[C:15](=[O:25])[NH:16][C:17]3[C:22]([CH:23]=2)=[CH:21][CH:20]=[CH:19][CH:18]=3)[CH2:12][CH2:13]1)[C:2]1[CH:7]=[CH:6][CH:5]=[CH:4][CH:3]=1. The yield is 0.630. (5) The reactants are [CH3:1][NH:2][CH2:3][CH2:4][OH:5].CO[C:8]([C:10]1[C:14]([NH:15][C:16]([C:18]2[C:23]([NH:24][C:25]3[CH:26]=[N:27][CH:28]=[N:29][CH:30]=3)=[CH:22][CH:21]=[C:20]([CH:31]3[CH2:33][CH2:32]3)[N:19]=2)=[O:17])=[CH:13][N:12]([CH3:34])[N:11]=1)=[O:9]. No catalyst specified. The product is [OH:5][CH2:4][CH2:3][N:2]([CH3:1])[C:8]([C:10]1[C:14]([NH:15][C:16]([C:18]2[C:23]([NH:24][C:25]3[CH:26]=[N:27][CH:28]=[N:29][CH:30]=3)=[CH:22][CH:21]=[C:20]([CH:31]3[CH2:32][CH2:33]3)[N:19]=2)=[O:17])=[CH:13][N:12]([CH3:34])[N:11]=1)=[O:9]. The yield is 0.130. (6) The reactants are [NH2:1][C:2]1[CH:10]=[CH:9][C:5]([C:6]([NH2:8])=[O:7])=[CH:4][C:3]=1[CH3:11].[CH3:12][O:13][C:14]1[CH:19]=[CH:18][C:17]([C:20](=O)[CH2:21][CH2:22][C:23](=O)[CH2:24][CH2:25][C:26](=[O:30])CCC)=[CH:16][CH:15]=1.[OH2:33].[C:34]1([CH3:44])C=CC(S(O)(=O)=O)=CC=1. The catalyst is C(O)C. The product is [CH2:34]([O:33][C:26](=[O:30])[CH2:25][CH2:24][C:23]1[N:1]([C:2]2[CH:10]=[CH:9][C:5]([C:6](=[O:7])[NH2:8])=[CH:4][C:3]=2[CH3:11])[C:20]([C:17]2[CH:16]=[CH:15][C:14]([O:13][CH3:12])=[CH:19][CH:18]=2)=[CH:21][CH:22]=1)[CH3:44]. The yield is 0.300. (7) The reactants are [OH:1][C:2]1([C:17]#[C:18][C:19]2[C:20](=[O:28])[N:21]([CH3:27])[C:22](=[O:26])[N:23]([CH3:25])[CH:24]=2)[C:14]2([CH3:15])[CH:12]([CH2:13]2)[C:5]2(OC(C)C(C)[O:6]2)[CH:4]=[C:3]1[CH3:16].O. The catalyst is CC(C)=O.Cl. The product is [OH:1][C:2]1([C:17]#[C:18][C:19]2[C:20](=[O:28])[N:21]([CH3:27])[C:22](=[O:26])[N:23]([CH3:25])[CH:24]=2)[C:3]([CH3:16])=[CH:4][C:5](=[O:6])[CH:12]2[C:14]1([CH3:15])[CH2:13]2. The yield is 0.230.